This data is from Full USPTO retrosynthesis dataset with 1.9M reactions from patents (1976-2016). The task is: Predict the reactants needed to synthesize the given product. (1) The reactants are: [Br:1][C:2]1[CH:7]=[CH:6][CH:5]=[C:4]([Br:8])[C:3]=1[OH:9].C(=O)([O-])[O-].[K+].[K+].Br[CH2:17][CH2:18][Cl:19]. Given the product [Br:1][C:2]1[CH:7]=[CH:6][CH:5]=[C:4]([Br:8])[C:3]=1[O:9][CH2:17][CH2:18][Cl:19], predict the reactants needed to synthesize it. (2) Given the product [F:38][C:35]1[CH:36]=[CH:37][C:32]([O:31][CH2:30][CH2:29][N:2]2[CH2:6][CH2:5][CH2:4][C@@H:3]2[C:7]([NH:9][C@H:10]([C:12]2[CH:13]=[CH:14][C:15]([C:16]([O:18][CH3:19])=[O:17])=[CH:20][CH:21]=2)[CH3:11])=[O:8])=[CH:33][CH:34]=1, predict the reactants needed to synthesize it. The reactants are: Cl.[NH:2]1[CH2:6][CH2:5][CH2:4][C@@H:3]1[C:7]([NH:9][C@H:10]([C:12]1[CH:21]=[CH:20][C:15]([C:16]([O:18][CH3:19])=[O:17])=[CH:14][CH:13]=1)[CH3:11])=[O:8].C([O-])([O-])=O.[K+].[K+].Br[CH2:29][CH2:30][O:31][C:32]1[CH:37]=[CH:36][C:35]([F:38])=[CH:34][CH:33]=1.